Dataset: NCI-60 drug combinations with 297,098 pairs across 59 cell lines. Task: Regression. Given two drug SMILES strings and cell line genomic features, predict the synergy score measuring deviation from expected non-interaction effect. (1) Drug 1: CC1=CC=C(C=C1)C2=CC(=NN2C3=CC=C(C=C3)S(=O)(=O)N)C(F)(F)F. Drug 2: C(CC(=O)O)C(=O)CN.Cl. Cell line: SW-620. Synergy scores: CSS=-3.24, Synergy_ZIP=3.48, Synergy_Bliss=5.57, Synergy_Loewe=-1.23, Synergy_HSA=-0.277. (2) Drug 1: C1CCC(CC1)NC(=O)N(CCCl)N=O. Drug 2: CC(C)(C#N)C1=CC(=CC(=C1)CN2C=NC=N2)C(C)(C)C#N. Cell line: M14. Synergy scores: CSS=-2.63, Synergy_ZIP=-0.423, Synergy_Bliss=-3.30, Synergy_Loewe=-4.89, Synergy_HSA=-4.92. (3) Drug 1: C1CN1P(=S)(N2CC2)N3CC3. Drug 2: CCC1(CC2CC(C3=C(CCN(C2)C1)C4=CC=CC=C4N3)(C5=C(C=C6C(=C5)C78CCN9C7C(C=CC9)(C(C(C8N6C)(C(=O)OC)O)OC(=O)C)CC)OC)C(=O)OC)O.OS(=O)(=O)O. Cell line: IGROV1. Synergy scores: CSS=5.75, Synergy_ZIP=-2.93, Synergy_Bliss=0.230, Synergy_Loewe=-2.07, Synergy_HSA=-0.401. (4) Drug 1: C1=CC(=CC=C1CCC2=CNC3=C2C(=O)NC(=N3)N)C(=O)NC(CCC(=O)O)C(=O)O. Drug 2: CC=C1C(=O)NC(C(=O)OC2CC(=O)NC(C(=O)NC(CSSCCC=C2)C(=O)N1)C(C)C)C(C)C. Cell line: NCI-H226. Synergy scores: CSS=64.0, Synergy_ZIP=4.48, Synergy_Bliss=5.60, Synergy_Loewe=1.31, Synergy_HSA=8.37. (5) Drug 1: CN(C)C1=NC(=NC(=N1)N(C)C)N(C)C. Drug 2: C1=NC2=C(N=C(N=C2N1C3C(C(C(O3)CO)O)F)Cl)N. Cell line: SW-620. Synergy scores: CSS=17.0, Synergy_ZIP=2.44, Synergy_Bliss=4.06, Synergy_Loewe=-40.6, Synergy_HSA=1.38. (6) Synergy scores: CSS=5.65, Synergy_ZIP=-1.13, Synergy_Bliss=5.42, Synergy_Loewe=2.28, Synergy_HSA=5.65. Drug 1: CCCCC(=O)OCC(=O)C1(CC(C2=C(C1)C(=C3C(=C2O)C(=O)C4=C(C3=O)C=CC=C4OC)O)OC5CC(C(C(O5)C)O)NC(=O)C(F)(F)F)O. Cell line: UO-31. Drug 2: C1=NNC2=C1C(=O)NC=N2. (7) Drug 1: COC1=CC(=CC(=C1O)OC)C2C3C(COC3=O)C(C4=CC5=C(C=C24)OCO5)OC6C(C(C7C(O6)COC(O7)C8=CC=CS8)O)O. Drug 2: CC12CCC3C(C1CCC2O)C(CC4=C3C=CC(=C4)O)CCCCCCCCCS(=O)CCCC(C(F)(F)F)(F)F. Cell line: HCT116. Synergy scores: CSS=57.3, Synergy_ZIP=3.17, Synergy_Bliss=3.75, Synergy_Loewe=-13.6, Synergy_HSA=5.07.